From a dataset of Full USPTO retrosynthesis dataset with 1.9M reactions from patents (1976-2016). Predict the reactants needed to synthesize the given product. Given the product [CH2:5]([O:4][C:2]([C:11]1[N:12]([CH3:13])[C:8]([Br:7])=[CH:9][N:10]=1)=[O:3])[CH3:6], predict the reactants needed to synthesize it. The reactants are: Cl[C:2]([O:4][CH2:5][CH3:6])=[O:3].[Br:7][C:8]1[N:12]([CH3:13])[CH:11]=[N:10][CH:9]=1.